The task is: Regression. Given a peptide amino acid sequence and an MHC pseudo amino acid sequence, predict their binding affinity value. This is MHC class I binding data.. This data is from Peptide-MHC class I binding affinity with 185,985 pairs from IEDB/IMGT. The peptide sequence is LAYEHDVPI. The MHC is HLA-A80:01 with pseudo-sequence HLA-A80:01. The binding affinity (normalized) is 0.0847.